Predict the product of the given reaction. From a dataset of Forward reaction prediction with 1.9M reactions from USPTO patents (1976-2016). (1) The product is: [F:1][C:2]1[CH:7]=[CH:6][C:5]([C:8]([F:9])([F:11])[F:10])=[CH:4][C:3]=1[NH:12][C:13]1[N:17]([CH3:18])[C:16]2[CH:19]=[CH:20][C:21]([O:23][C:24]3[CH:29]=[CH:28][N:27]=[C:26]([NH:30][C:31](=[O:40])[CH2:32][CH2:33][CH:34]4[CH2:35][CH2:36][N:37]([CH3:43])[CH2:38][CH2:39]4)[CH:25]=3)=[CH:22][C:15]=2[N:14]=1. Given the reactants [F:1][C:2]1[CH:7]=[CH:6][C:5]([C:8]([F:11])([F:10])[F:9])=[CH:4][C:3]=1[NH:12][C:13]1[N:17]([CH3:18])[C:16]2[CH:19]=[CH:20][C:21]([O:23][C:24]3[CH:29]=[CH:28][N:27]=[C:26]([NH:30][C:31](=[O:40])[CH2:32][CH2:33][CH:34]4[CH2:39][CH2:38][NH:37][CH2:36][CH2:35]4)[CH:25]=3)=[CH:22][C:15]=2[N:14]=1.C=O.[C:43](O)(=O)C.C([BH3-])#N.[Na+], predict the reaction product. (2) Given the reactants [Br:1][C:2]1[CH:3]=[N:4][C:5](Cl)=[N:6][CH:7]=1.CC(C)([O-])C.[K+].[OH:15][CH2:16][CH:17]1[CH2:22][CH2:21][N:20]([C:23]([O:25][C:26]([CH3:29])([CH3:28])[CH3:27])=[O:24])[CH2:19][CH2:18]1, predict the reaction product. The product is: [Br:1][C:2]1[CH:3]=[N:4][C:5]([O:15][CH2:16][CH:17]2[CH2:22][CH2:21][N:20]([C:23]([O:25][C:26]([CH3:29])([CH3:28])[CH3:27])=[O:24])[CH2:19][CH2:18]2)=[N:6][CH:7]=1. (3) Given the reactants [Br:1][C:2]1[CH:21]=[CH:20][C:5]([CH2:6][NH:7][C:8](=[O:19])[C:9]2[CH:14]=[C:13]([N+:15]([O-:17])=[O:16])[CH:12]=[CH:11][C:10]=2[OH:18])=[C:4]([F:22])[CH:3]=1.C([O-])([O-])=O.[K+].[K+].Br[CH2:30][C:31]([O:33][C:34]([CH3:37])([CH3:36])[CH3:35])=[O:32].Cl, predict the reaction product. The product is: [C:34]([O:33][C:31](=[O:32])[CH2:30][O:18][C:10]1[CH:11]=[CH:12][C:13]([N+:15]([O-:17])=[O:16])=[CH:14][C:9]=1[C:8](=[O:19])[NH:7][CH2:6][C:5]1[CH:20]=[CH:21][C:2]([Br:1])=[CH:3][C:4]=1[F:22])([CH3:37])([CH3:36])[CH3:35]. (4) Given the reactants [N+:1]([C:4]1[CH:9]=[C:8]([N+:10]([O-:12])=[O:11])[CH:7]=[CH:6][C:5]=1F)([O-:3])=[O:2].[F-].[K+].C1OCCOCCOCCOCCOCCOC1.[F:34][C:35]([F:46])([F:45])[CH:36]([C:41]([F:44])([F:43])[F:42])[C:37]([O:39][CH3:40])=[O:38].Cl, predict the reaction product. The product is: [CH3:40][O:39][C:37](=[O:38])[C:36]([C:5]1[CH:6]=[CH:7][C:8]([N+:10]([O-:12])=[O:11])=[CH:9][C:4]=1[N+:1]([O-:3])=[O:2])([C:35]([F:46])([F:34])[F:45])[C:41]([F:43])([F:42])[F:44]. (5) Given the reactants I[C:2]1[N:7]=[C:6]([CH3:8])[C:5]([O:9][CH2:10][C:11]([F:14])([F:13])[F:12])=[CH:4][CH:3]=1.C(N(CC)CC)C.[CH2:22]([OH:24])[CH3:23].CN([CH:28]=[O:29])C, predict the reaction product. The product is: [CH3:8][C:6]1[N:7]=[C:2]([C:28]([O:24][CH2:22][CH3:23])=[O:29])[CH:3]=[CH:4][C:5]=1[O:9][CH2:10][C:11]([F:14])([F:13])[F:12]. (6) Given the reactants C1(C(C2C=CC=CC=2)[N:8]2[C:16]3[C:11](=[CH:12][CH:13]=[CH:14][CH:15]=3)[C:10]3([C:20]4[CH:21]=[C:22]([F:25])[CH:23]=[CH:24][C:19]=4[O:18][CH2:17]3)[C:9]2=[O:26])C=CC=CC=1.C1(C(C2C=CC=CC=2)N2C3C(=CC=CC=3)C3(C4C=C(C)C(OC)=CC=4OC3)C2=O)C=CC=CC=1, predict the reaction product. The product is: [F:25][C:22]1[CH:23]=[CH:24][C:19]2[O:18][CH2:17][C:10]3([C:11]4[C:16](=[CH:15][CH:14]=[CH:13][CH:12]=4)[NH:8][C:9]3=[O:26])[C:20]=2[CH:21]=1. (7) Given the reactants [F:1][C:2]1[CH:7]=[CH:6][C:5]([CH:8]([OH:29])[CH:9]([CH2:15][C:16]2[CH:21]=[CH:20][CH:19]=[C:18]([O:22][C:23]3[CH:28]=[CH:27][CH:26]=[CH:25][CH:24]=3)[CH:17]=2)[C:10]([O:12]CC)=[O:11])=[CH:4][CH:3]=1.[OH-].[Na+].Cl, predict the reaction product. The product is: [F:1][C:2]1[CH:3]=[CH:4][C:5]([CH:8]([OH:29])[CH:9]([CH2:15][C:16]2[CH:21]=[CH:20][CH:19]=[C:18]([O:22][C:23]3[CH:28]=[CH:27][CH:26]=[CH:25][CH:24]=3)[CH:17]=2)[C:10]([OH:12])=[O:11])=[CH:6][CH:7]=1. (8) Given the reactants [NH2:1][C:2]1[C:11]2[C:6](=[CH:7][CH:8]=[CH:9][C:10]=2[O:12][CH2:13][CH:14]2[CH2:18][CH2:17][CH2:16][CH2:15]2)[N:5]=[C:4]([CH3:19])[C:3]=1[C:20]([O:22]CC)=[O:21].[OH-].[Na+], predict the reaction product. The product is: [NH2:1][C:2]1[C:11]2[C:6](=[CH:7][CH:8]=[CH:9][C:10]=2[O:12][CH2:13][CH:14]2[CH2:18][CH2:17][CH2:16][CH2:15]2)[N:5]=[C:4]([CH3:19])[C:3]=1[C:20]([OH:22])=[O:21]. (9) Given the reactants [OH-:1].[K+].[NH2:3][C:4]1[CH:11]=[CH:10][CH:9]=[C:8]([O:12][CH2:13][CH2:14][NH:15][CH3:16])C=1C#N.Cl.[CH2:18]([OH:20])[CH3:19], predict the reaction product. The product is: [NH2:3][C:4]1[CH:11]=[CH:10][CH:9]=[C:8]([O:12][CH2:13][CH2:14][NH:15][CH3:16])[C:19]=1[C:18]([OH:1])=[O:20]. (10) Given the reactants C([N:8]1[CH2:13][CH2:12][O:11][CH:10]([CH2:14][CH2:15][CH2:16][N:17]2[CH2:21][CH2:20][CH2:19][CH2:18]2)[CH2:9]1)C1C=CC=CC=1.C(N(CC)CC)C.[Cl:29]C(OC(Cl)C)=O.O, predict the reaction product. The product is: [ClH:29].[N:17]1([CH2:16][CH2:15][CH2:14][CH:10]2[O:11][CH2:12][CH2:13][NH:8][CH2:9]2)[CH2:18][CH2:19][CH2:20][CH2:21]1.